From a dataset of Full USPTO retrosynthesis dataset with 1.9M reactions from patents (1976-2016). Predict the reactants needed to synthesize the given product. (1) Given the product [Cl:1][C:2]1[CH:7]=[CH:6][C:5]([C:8]2([OH:14])[CH2:9][CH2:10][N:11]([CH2:16][CH2:15][CH2:21][S:18]([OH:20])(=[O:19])=[O:17])[CH2:12][CH2:13]2)=[CH:4][CH:3]=1, predict the reactants needed to synthesize it. The reactants are: [Cl:1][C:2]1[CH:7]=[CH:6][C:5]([C:8]2([OH:14])[CH2:13][CH2:12][NH:11][CH2:10][CH2:9]2)=[CH:4][CH:3]=1.[CH2:15]1[CH2:21][S:18](=[O:20])(=[O:19])[O:17][CH2:16]1. (2) The reactants are: [H-].[Na+].[CH3:3][O:4][C:5]1[CH:6]=[C:7]2[C:11](=[CH:12][C:13]=1[O:14][CH3:15])[NH:10][C:9]([C:16]([O:18][CH3:19])=[O:17])=[C:8]2[C:20]1[CH:25]=[CH:24][C:23]([O:26][CH3:27])=[CH:22][CH:21]=1.Br[CH2:29][C:30]([O:32]C(C)(C)C)=[O:31]. Given the product [CH3:19][O:18][C:16]([C:9]1[N:10]([CH2:29][C:30]([OH:32])=[O:31])[C:11]2[C:7]([C:8]=1[C:20]1[CH:21]=[CH:22][C:23]([O:26][CH3:27])=[CH:24][CH:25]=1)=[CH:6][C:5]([O:4][CH3:3])=[C:13]([O:14][CH3:15])[CH:12]=2)=[O:17], predict the reactants needed to synthesize it. (3) Given the product [CH2:1]([O:3][C:4]([C:6]1[CH:7]=[C:8]([C:12]2[C:13]([C:26]3[CH:25]=[C:24]([F:27])[CH:23]=[CH:22][C:21]=3[O:20][CH3:19])=[CH:14][CH:15]=[CH:16][CH:17]=2)[CH:9]=[CH:10][CH:11]=1)=[O:5])[CH3:2], predict the reactants needed to synthesize it. The reactants are: [CH2:1]([O:3][C:4]([C:6]1[CH:7]=[C:8]([C:12]2[CH:17]=[CH:16][CH:15]=[CH:14][C:13]=2Br)[CH:9]=[CH:10][CH:11]=1)=[O:5])[CH3:2].[CH3:19][O:20][C:21]1[CH:26]=[CH:25][C:24]([F:27])=[CH:23][C:22]=1B(O)O.C(=O)([O-])[O-].[K+].[K+]. (4) The reactants are: [Br:1][C:2]1[CH:3]=[C:4]2[NH:10][C:9]([CH:11]3[CH2:13][CH2:12]3)=[N:8][C:5]2=[N:6][CH:7]=1.[F:14][C:15]([F:25])=[CH:16][CH:17]1[CH2:21][N:20]([CH2:22]O)[C:19](=[O:24])[CH2:18]1. Given the product [Br:1][C:2]1[CH:3]=[C:4]2[N:10]=[C:9]([CH:11]3[CH2:13][CH2:12]3)[N:8]([CH2:22][N:20]3[CH2:21][CH:17]([CH:16]=[C:15]([F:25])[F:14])[CH2:18][C:19]3=[O:24])[C:5]2=[N:6][CH:7]=1, predict the reactants needed to synthesize it. (5) Given the product [ClH:44].[ClH:45].[S:1]1[C:5]2[CH:6]=[C:7]([O:10][C:11]3[CH:16]=[CH:15][C:14]([NH:17][C:18]4[C:19]5[N:26]([CH2:27][CH2:28][NH:29][C:30](=[O:31])[C@@H:32]6[CH2:36][CH2:35][CH2:34][NH:33]6)[CH:25]=[CH:24][C:20]=5[N:21]=[CH:22][N:23]=4)=[CH:13][C:12]=3[Cl:44])[CH:8]=[CH:9][C:4]=2[CH:3]=[CH:2]1, predict the reactants needed to synthesize it. The reactants are: [S:1]1[C:5]2[CH:6]=[C:7]([O:10][C:11]3[CH:16]=[CH:15][C:14]([NH:17][C:18]4[C:19]5[N:26]([CH2:27][CH2:28][NH:29][C:30]([CH:32]6[CH2:36][CH2:35][CH2:34][N:33]6C(OC(C)(C)C)=O)=[O:31])[CH:25]=[CH:24][C:20]=5[N:21]=[CH:22][N:23]=4)=[CH:13][C:12]=3[Cl:44])[CH:8]=[CH:9][C:4]=2[CH:3]=[CH:2]1.[ClH:45].